From a dataset of NCI-60 drug combinations with 297,098 pairs across 59 cell lines. Regression. Given two drug SMILES strings and cell line genomic features, predict the synergy score measuring deviation from expected non-interaction effect. (1) Drug 1: CCN(CC)CCCC(C)NC1=C2C=C(C=CC2=NC3=C1C=CC(=C3)Cl)OC. Drug 2: CC1C(C(CC(O1)OC2CC(CC3=C2C(=C4C(=C3O)C(=O)C5=C(C4=O)C(=CC=C5)OC)O)(C(=O)CO)O)N)O.Cl. Cell line: SNB-19. Synergy scores: CSS=42.9, Synergy_ZIP=-3.09, Synergy_Bliss=-4.51, Synergy_Loewe=-10.6, Synergy_HSA=-2.56. (2) Cell line: MDA-MB-231. Synergy scores: CSS=-0.0145, Synergy_ZIP=1.40, Synergy_Bliss=1.01, Synergy_Loewe=-2.49, Synergy_HSA=-2.90. Drug 2: C1=CC=C(C(=C1)C(C2=CC=C(C=C2)Cl)C(Cl)Cl)Cl. Drug 1: CCN(CC)CCNC(=O)C1=C(NC(=C1C)C=C2C3=C(C=CC(=C3)F)NC2=O)C. (3) Cell line: SF-539. Drug 1: CC12CCC3C(C1CCC2=O)CC(=C)C4=CC(=O)C=CC34C. Drug 2: C1=NC2=C(N1)C(=S)N=CN2. Synergy scores: CSS=11.9, Synergy_ZIP=-10.3, Synergy_Bliss=-16.6, Synergy_Loewe=-29.1, Synergy_HSA=-15.1. (4) Drug 1: C1CCN(CC1)CCOC2=CC=C(C=C2)C(=O)C3=C(SC4=C3C=CC(=C4)O)C5=CC=C(C=C5)O. Drug 2: C(CC(=O)O)C(=O)CN.Cl. Cell line: BT-549. Synergy scores: CSS=2.75, Synergy_ZIP=7.74, Synergy_Bliss=5.35, Synergy_Loewe=-0.310, Synergy_HSA=0.319. (5) Drug 1: CN(CCCl)CCCl.Cl. Drug 2: CC1C(C(CC(O1)OC2CC(CC3=C2C(=C4C(=C3O)C(=O)C5=CC=CC=C5C4=O)O)(C(=O)C)O)N)O. Cell line: SK-MEL-28. Synergy scores: CSS=51.5, Synergy_ZIP=-7.92, Synergy_Bliss=-4.77, Synergy_Loewe=-4.42, Synergy_HSA=-1.56. (6) Drug 1: COC1=C2C(=CC3=C1OC=C3)C=CC(=O)O2. Drug 2: C1C(C(OC1N2C=NC3=C2NC=NCC3O)CO)O. Cell line: HOP-92. Synergy scores: CSS=0.855, Synergy_ZIP=-1.82, Synergy_Bliss=-2.47, Synergy_Loewe=-5.51, Synergy_HSA=-3.33.